Dataset: Full USPTO retrosynthesis dataset with 1.9M reactions from patents (1976-2016). Task: Predict the reactants needed to synthesize the given product. (1) Given the product [NH2:14][C:12]1[S:13][C:2]([C:3]([O:5][CH2:6][CH3:7])=[O:4])=[C:8]([CH3:10])[N:11]=1, predict the reactants needed to synthesize it. The reactants are: Cl[CH:2]([C:8]([CH3:10])=O)[C:3]([O:5][CH2:6][CH3:7])=[O:4].[NH2:11][C:12]([NH2:14])=[S:13].C([O-])([O-])=O.[Na+].[Na+]. (2) Given the product [Cl:1][C:2]1[CH:3]=[CH:4][C:5]([O:19][C:20]([CH3:38])([C:22]2[N:26]([CH3:27])[C:25]([C:28]3[CH:33]=[CH:32][CH:31]=[CH:30][C:29]=3[C:34]([F:36])([F:37])[F:35])=[N:24][N:23]=2)[CH3:21])=[C:6]([CH:18]=1)[C:7]([NH:9][CH2:10][CH:11]([OH:12])[CH2:15][OH:14])=[O:8], predict the reactants needed to synthesize it. The reactants are: [Cl:1][C:2]1[CH:3]=[CH:4][C:5]([O:19][C:20]([CH3:38])([C:22]2[N:26]([CH3:27])[C:25]([C:28]3[CH:33]=[CH:32][CH:31]=[CH:30][C:29]=3[C:34]([F:37])([F:36])[F:35])=[N:24][N:23]=2)[CH3:21])=[C:6]([CH:18]=1)[C:7]([NH:9][CH2:10][CH:11]1[CH2:15][O:14]C(C)(C)[O:12]1)=[O:8].Cl.O. (3) Given the product [CH3:28][C:11]1[N:10]([CH2:9][CH2:8][CH2:7][CH2:6][CH2:5][S:2][CH3:1])[C:18]2[C:17]([CH3:19])=[C:16]([CH3:20])[N:15]=[C:14]([O:21][C:22]3[CH:27]=[CH:26][CH:25]=[CH:24][CH:23]=3)[C:13]=2[N:12]=1, predict the reactants needed to synthesize it. The reactants are: [CH3:1][S-:2].[Na+].Cl[CH2:5][CH2:6][CH2:7][CH2:8][CH2:9][N:10]1[C:18]2[C:17]([CH3:19])=[C:16]([CH3:20])[N:15]=[C:14]([O:21][C:22]3[CH:27]=[CH:26][CH:25]=[CH:24][CH:23]=3)[C:13]=2[N:12]=[C:11]1[CH3:28]. (4) Given the product [OH:6][C:5]1[C@@H:7]([C@H:9]([OH:10])[CH2:11][O:12][C:28]2[CH:33]=[CH:32][C:31](/[CH:34]=[CH:35]/[C:36]([O:38][CH2:39][CH:40]([CH2:45][CH3:46])[CH2:41][CH2:42][CH2:43][CH3:44])=[O:37])=[CH:30][CH:29]=2)[O:8][C:2](=[O:1])[C:3]=1[OH:4], predict the reactants needed to synthesize it. The reactants are: [O:1]=[C:2]1[O:8][C@H:7]([C@H:9]([CH2:11][OH:12])[OH:10])[C:5]([OH:6])=[C:3]1[OH:4].N(C(OC(C)C)=O)=NC(OC(C)C)=O.O[C:28]1[CH:33]=[CH:32][C:31](/[CH:34]=[CH:35]/[C:36]([O:38][CH2:39][CH:40]([CH2:45][CH3:46])[CH2:41][CH2:42][CH2:43][CH3:44])=[O:37])=[CH:30][CH:29]=1. (5) Given the product [CH3:1][O:2][C:3]1[CH:4]=[CH:5][C:6]([CH2:9][C:10]([NH:13][C:14]2[CH:18]=[CH:17][S:16][C:15]=2[C:19]([O:21][CH3:22])=[O:20])=[O:12])=[CH:7][CH:8]=1, predict the reactants needed to synthesize it. The reactants are: [CH3:1][O:2][C:3]1[CH:8]=[CH:7][C:6]([CH2:9][C:10]([OH:12])=O)=[CH:5][CH:4]=1.[NH2:13][C:14]1[CH:18]=[CH:17][S:16][C:15]=1[C:19]([O:21][CH3:22])=[O:20]. (6) Given the product [CH3:19][O:18][C:13]1[CH:14]=[CH:15][CH:16]=[CH:17][C:12]=1[N:6]1[CH:7]2[CH2:8][CH2:9][CH:5]1[CH2:4][C:28]([C:24]1[CH:25]=[CH:26][CH:27]=[C:22]([O:21][CH3:20])[CH:23]=1)([C:29]#[N:30])[CH2:10]2, predict the reactants needed to synthesize it. The reactants are: [H-].[Na+].Cl[CH2:4][C@H:5]1[CH2:9][CH2:8][C@@H:7]([CH2:10]Cl)[N:6]1[C:12]1[CH:17]=[CH:16][CH:15]=[CH:14][C:13]=1[O:18][CH3:19].[CH3:20][O:21][C:22]1[CH:23]=[C:24]([CH2:28][C:29]#[N:30])[CH:25]=[CH:26][CH:27]=1. (7) Given the product [Cl:5][C:6]1[CH:11]=[CH:10][C:9]([C:12]2[CH:13]=[CH:14][C:15]([C:18]#[C:19][C:20]3[CH:25]=[CH:24][C:23]([C:26]#[C:27][CH2:28][Cl:3])=[CH:22][CH:21]=3)=[N:16][CH:17]=2)=[CH:8][CH:7]=1, predict the reactants needed to synthesize it. The reactants are: S(Cl)([Cl:3])=O.[Cl:5][C:6]1[CH:11]=[CH:10][C:9]([C:12]2[CH:13]=[CH:14][C:15]([C:18]#[C:19][C:20]3[CH:25]=[CH:24][C:23]([C:26]#[C:27][CH2:28]O)=[CH:22][CH:21]=3)=[N:16][CH:17]=2)=[CH:8][CH:7]=1.C(=O)(O)[O-].[Na+].